From a dataset of NCI-60 drug combinations with 297,098 pairs across 59 cell lines. Regression. Given two drug SMILES strings and cell line genomic features, predict the synergy score measuring deviation from expected non-interaction effect. (1) Drug 1: CN(C(=O)NC(C=O)C(C(C(CO)O)O)O)N=O. Drug 2: C1C(C(OC1N2C=NC(=NC2=O)N)CO)O. Cell line: HCT116. Synergy scores: CSS=21.2, Synergy_ZIP=-0.817, Synergy_Bliss=-0.409, Synergy_Loewe=-11.3, Synergy_HSA=2.53. (2) Drug 1: CC1=C(C(=O)C2=C(C1=O)N3CC4C(C3(C2COC(=O)N)OC)N4)N. Drug 2: B(C(CC(C)C)NC(=O)C(CC1=CC=CC=C1)NC(=O)C2=NC=CN=C2)(O)O. Cell line: UACC-257. Synergy scores: CSS=26.5, Synergy_ZIP=-1.32, Synergy_Bliss=-0.270, Synergy_Loewe=-18.4, Synergy_HSA=-1.94. (3) Drug 1: CN(C)N=NC1=C(NC=N1)C(=O)N. Drug 2: C1=CN(C=N1)CC(O)(P(=O)(O)O)P(=O)(O)O. Cell line: MALME-3M. Synergy scores: CSS=-2.91, Synergy_ZIP=-0.0734, Synergy_Bliss=-2.95, Synergy_Loewe=-7.67, Synergy_HSA=-5.50. (4) Drug 1: C1=CC(=CC=C1CC(C(=O)O)N)N(CCCl)CCCl.Cl. Drug 2: C1C(C(OC1N2C=NC3=C2NC=NCC3O)CO)O. Cell line: HS 578T. Synergy scores: CSS=12.8, Synergy_ZIP=-2.96, Synergy_Bliss=-0.452, Synergy_Loewe=-7.53, Synergy_HSA=-3.09.